This data is from Catalyst prediction with 721,799 reactions and 888 catalyst types from USPTO. The task is: Predict which catalyst facilitates the given reaction. (1) Reactant: [CH3:1][O:2][C:3]1[CH:8]=[CH:7][C:6]([CH:9]([CH2:12][CH2:13][C:14]2[CH:19]=[CH:18][CH:17]=[CH:16][CH:15]=2)[CH2:10][NH2:11])=[CH:5][CH:4]=1.[CH:20](O)=[O:21].O. Product: [CH3:1][O:2][C:3]1[CH:4]=[CH:5][C:6]([CH:9]([CH2:12][CH2:13][C:14]2[CH:19]=[CH:18][CH:17]=[CH:16][CH:15]=2)[CH2:10][NH:11][CH:20]=[O:21])=[CH:7][CH:8]=1. The catalyst class is: 113. (2) Product: [CH3:21][O:22][C:23]1[CH:30]=[C:29]([O:31][CH3:32])[CH:28]=[CH:27][C:24]=1[CH2:25][NH:26][CH2:13][C:11]1[C:10]([C:15]2[CH:20]=[CH:19][CH:18]=[CH:17][CH:16]=2)=[N:9][N:8]([C:5]2[CH:6]=[CH:7][C:2]([I:1])=[CH:3][CH:4]=2)[CH:12]=1. Reactant: [I:1][C:2]1[CH:7]=[CH:6][C:5]([N:8]2[CH:12]=[C:11]([CH:13]=O)[C:10]([C:15]3[CH:20]=[CH:19][CH:18]=[CH:17][CH:16]=3)=[N:9]2)=[CH:4][CH:3]=1.[CH3:21][O:22][C:23]1[CH:30]=[C:29]([O:31][CH3:32])[CH:28]=[CH:27][C:24]=1[CH2:25][NH2:26].C(O[BH-](OC(=O)C)OC(=O)C)(=O)C.[Na+].C(O)(=O)C.C(=O)(O)[O-].[Na+]. The catalyst class is: 68. (3) Reactant: C(N(CC)CC)C.[F:8][C:9]1[CH:10]=[C:11]2[C:17]([CH:18]=[O:19])=[CH:16][N:15](C(OC(C)(C)C)=O)[C:12]2=[N:13][CH:14]=1.[CH:27](=[N:34][C:35]1[CH:40]=[C:39]([O:41][CH3:42])[CH:38]=[C:37]([O:43][CH3:44])[CH:36]=1)[C:28]1[CH:33]=[CH:32][CH:31]=[CH:30][CH:29]=1. Product: [CH3:44][O:43][C:37]1[CH:36]=[C:35]([NH:34][CH:27]([C:28]2[CH:33]=[CH:32][CH:31]=[CH:30][CH:29]=2)[C:18]([C:17]2[C:11]3[C:12](=[N:13][CH:14]=[C:9]([F:8])[CH:10]=3)[NH:15][CH:16]=2)=[O:19])[CH:40]=[C:39]([O:41][CH3:42])[CH:38]=1. The catalyst class is: 433. (4) Reactant: [N:1]1([C:7]2[CH:12]=[CH:11][C:10]([NH:13][C:14]([C:16]3[C:17]([C:22]4[CH:27]=[CH:26][C:25]([C:28]([F:31])([F:30])[F:29])=[CH:24][CH:23]=4)=[CH:18][CH:19]=[CH:20][CH:21]=3)=[O:15])=[CH:9][CH:8]=2)[CH2:6][CH2:5][NH:4][CH2:3][CH2:2]1.N(C(O[CH2:42][CH3:43])=O)=NC(OCC)=O.[CH2:53](P([CH2:53][CH2:54][CH2:55][CH3:56])[CH2:53][CH2:54][CH2:55][CH3:56])[CH2:54][CH2:55][CH3:56].O. Product: [C:10]([C:11]1[CH:12]=[C:55]([CH:56]=[CH:42][CH:43]=1)[CH:54]([N:4]1[CH2:5][CH2:6][N:1]([C:7]2[CH:8]=[CH:9][C:10]([NH:13][C:14]([C:16]3[C:17]([C:22]4[CH:27]=[CH:26][C:25]([C:28]([F:29])([F:31])[F:30])=[CH:24][CH:23]=4)=[CH:18][CH:19]=[CH:20][CH:21]=3)=[O:15])=[CH:11][CH:12]=2)[CH2:2][CH2:3]1)[C:53]1[NH:1][CH:7]=[CH:8][CH:9]=1)#[N:13]. The catalyst class is: 1. (5) Reactant: N#N.[CH3:3][S:4]([C:7]1[O:11][C:10]([CH2:12]O)=[CH:9][CH:8]=1)(=[O:6])=[O:5].CCN(CC)CC.S([Cl:25])(C)(=O)=O. Product: [Cl:25][CH2:12][C:10]1[O:11][C:7]([S:4]([CH3:3])(=[O:6])=[O:5])=[CH:8][CH:9]=1. The catalyst class is: 64. (6) Reactant: [C:1]([O:5][C:6](=[O:16])[NH:7][C@H:8]1[CH2:13][CH2:12][C@H:11]([CH2:14][OH:15])[CH2:10][CH2:9]1)([CH3:4])([CH3:3])[CH3:2].N1C=CC=CC=1.[CH3:23][S:24](Cl)(=[O:26])=[O:25]. Product: [C:1]([O:5][C:6]([NH:7][C@H:8]1[CH2:9][CH2:10][C@H:11]([CH2:14][O:15][S:24]([CH3:23])(=[O:26])=[O:25])[CH2:12][CH2:13]1)=[O:16])([CH3:4])([CH3:2])[CH3:3]. The catalyst class is: 2. (7) Reactant: Cl.[NH2:2][C@H:3]([CH2:15][C:16]1[CH:21]=[CH:20][C:19]([C:22]2[CH:27]=[CH:26][CH:25]=[C:24]([Cl:28])[CH:23]=2)=[CH:18][CH:17]=1)[CH2:4][C:5]([O:7][CH2:8][C:9]1[CH:14]=[CH:13][CH:12]=[CH:11][CH:10]=1)=[O:6].[CH2:29]([O:33][C:34](=[O:40])[CH2:35][CH2:36][C:37](O)=[O:38])[CH2:30][CH2:31][CH3:32].CCN=C=NCCCN(C)C.Cl.CCN(C(C)C)C(C)C.C1C=NC2N(O)N=NC=2C=1. Product: [CH2:29]([O:33][C:34](=[O:40])[CH2:35][CH2:36][C:37]([NH:2][C@H:3]([CH2:15][C:16]1[CH:17]=[CH:18][C:19]([C:22]2[CH:27]=[CH:26][CH:25]=[C:24]([Cl:28])[CH:23]=2)=[CH:20][CH:21]=1)[CH2:4][C:5]([O:7][CH2:8][C:9]1[CH:10]=[CH:11][CH:12]=[CH:13][CH:14]=1)=[O:6])=[O:38])[CH2:30][CH2:31][CH3:32]. The catalyst class is: 18. (8) Product: [F:20][C:13]1[CH:14]=[CH:15][CH:16]=[C:17]([O:18][CH3:19])[C:12]=1[O:11][C:4]1[CH:3]=[C:2]([O:22][CH3:21])[CH:7]=[CH:6][C:5]=1[N+:8]([O-:10])=[O:9]. Reactant: F[C:2]1[CH:7]=[CH:6][C:5]([N+:8]([O-:10])=[O:9])=[C:4]([O:11][C:12]2[C:17]([O:18][CH3:19])=[CH:16][CH:15]=[CH:14][C:13]=2[F:20])[CH:3]=1.[CH3:21][O-:22].[Na+].O. The catalyst class is: 3. (9) Reactant: [Mg].BrCCBr.Br[C:7]1[CH:12]=[C:11]([O:13][CH3:14])[CH:10]=[C:9]([O:15][CH3:16])[CH:8]=1.[OH:17][C@:18]1([CH3:33])[CH2:27][CH2:26][C@@H:25]2[C@:20]([CH3:30])([CH2:21][CH2:22][CH2:23][C:24]2([CH3:29])[CH3:28])[C@H:19]1[CH:31]=[O:32].Cl. Product: [CH3:16][O:15][C:9]1[CH:8]=[C:7]([CH:31]([OH:32])[C@@H:19]2[C@:20]3([CH3:30])[C@H:25]([C:24]([CH3:28])([CH3:29])[CH2:23][CH2:22][CH2:21]3)[CH2:26][CH2:27][C@@:18]2([CH3:33])[OH:17])[CH:12]=[C:11]([O:13][CH3:14])[CH:10]=1. The catalyst class is: 249.